Task: Predict the reaction yield, written as a fraction of the theoretical maximum amount of product (1.0 means a 100% yield; for example, 0.34 means a 34% yield).. Dataset: Reaction yield outcomes from USPTO patents with 853,638 reactions (1) The reactants are Cl.[NH2:2][OH:3].[CH:4]1([C:9](=O)[CH2:10][C:11]#[N:12])[CH2:8][CH2:7][CH2:6][CH2:5]1.[OH-].[Na+]. The catalyst is O. The product is [CH:4]1([C:9]2[CH:10]=[C:11]([NH2:12])[O:3][N:2]=2)[CH2:8][CH2:7][CH2:6][CH2:5]1. The yield is 0.610. (2) The reactants are [CH3:1][C:2]1[CH:11]=[CH:10][C:9]2[C:4](=[C:5]([NH:12][C:13](=[O:15])[CH3:14])[CH:6]=[CH:7][CH:8]=2)[N:3]=1.[OH-].[Na+]. No catalyst specified. The product is [CH3:1][C:2]1[CH:11]=[CH:10][C:9]2[CH2:8][CH2:7][CH2:6][CH:5]([NH:12][C:13](=[O:15])[CH3:14])[C:4]=2[N:3]=1. The yield is 0.570. (3) The reactants are C(OC(=O)C)(=O)C.[C:8]([N:11]1[CH2:15][CH2:14][CH:13]([C:16]2[N:24]3[C:19]([C:20]([NH2:25])=[N:21][CH:22]=[N:23]3)=[C:18]([C:26]3[CH:31]=[CH:30][C:29]([NH:32][C:33]([NH:35][C:36]4[CH:41]=[C:40]([C:42]([F:45])([F:44])[F:43])[CH:39]=[CH:38][C:37]=4[F:46])=[O:34])=[C:28](F)[CH:27]=3)[CH:17]=2)[CH2:12]1)(=[O:10])[CH3:9]. No catalyst specified. The product is [C:8]([N:11]1[CH2:15][CH2:14][CH:13]([C:16]2[N:24]3[C:19]([C:20]([NH2:25])=[N:21][CH:22]=[N:23]3)=[C:18]([C:26]3[CH:27]=[CH:28][C:29]([NH:32][C:33]([NH:35][C:36]4[CH:41]=[C:40]([C:42]([F:45])([F:44])[F:43])[CH:39]=[CH:38][C:37]=4[F:46])=[O:34])=[CH:30][CH:31]=3)[CH:17]=2)[CH2:12]1)(=[O:10])[CH3:9]. The yield is 0.250. (4) The reactants are C([O:3][C:4](=[O:30])[C:5]([CH3:29])([O:7][C:8]1[CH:13]=[CH:12][C:11]([O:14][CH2:15][CH2:16][C:17]2[N:18]=[C:19]([C:23]3[CH:28]=[CH:27][CH:26]=[CH:25][CH:24]=3)[O:20][C:21]=2[CH3:22])=[CH:10][CH:9]=1)[CH3:6])C.[OH-].[Na+]. The catalyst is CO. The product is [CH3:29][C:5]([O:7][C:8]1[CH:9]=[CH:10][C:11]([O:14][CH2:15][CH2:16][C:17]2[N:18]=[C:19]([C:23]3[CH:24]=[CH:25][CH:26]=[CH:27][CH:28]=3)[O:20][C:21]=2[CH3:22])=[CH:12][CH:13]=1)([CH3:6])[C:4]([OH:30])=[O:3]. The yield is 0.750. (5) The reactants are Br[C:2]1[N:6]([CH2:7][CH:8]2[CH2:13][CH2:12][CH2:11][CH2:10][CH2:9]2)[C:5]([CH3:14])=[C:4]([C:15]([NH:17][CH:18]2[CH2:23][CH2:22][O:21][CH2:20][CH2:19]2)=[O:16])[CH:3]=1.[CH:24]([C:26]1[CH:31]=[CH:30][C:29](B(O)O)=[CH:28][C:27]=1[C:35]([F:38])([F:37])[F:36])=[O:25].C([O-])([O-])=O.[K+].[K+]. The catalyst is CCCC[N+](CCCC)(CCCC)CCCC.[Br-].O1CCOCC1.O.Cl[Pd](Cl)([P](C1C=CC=CC=1)(C1C=CC=CC=1)C1C=CC=CC=1)[P](C1C=CC=CC=1)(C1C=CC=CC=1)C1C=CC=CC=1. The product is [CH:8]1([CH2:7][N:6]2[C:2]([C:29]3[CH:30]=[CH:31][C:26]([CH:24]=[O:25])=[C:27]([C:35]([F:36])([F:37])[F:38])[CH:28]=3)=[CH:3][C:4]([C:15]([NH:17][CH:18]3[CH2:23][CH2:22][O:21][CH2:20][CH2:19]3)=[O:16])=[C:5]2[CH3:14])[CH2:13][CH2:12][CH2:11][CH2:10][CH2:9]1. The yield is 0.320. (6) The catalyst is C1COCC1. The reactants are C[Mg+].[Br-].[OH:4][C:5]1[C:6]([C:11]([OH:13])=O)=[N:7][CH:8]=[CH:9][CH:10]=1.[CH2:14](N(CC)CC)C.C(OC)=O.Cl. The product is [OH:4][C:5]1[C:6]([C:11](=[O:13])[CH3:14])=[N:7][CH:8]=[CH:9][CH:10]=1. The yield is 0.270. (7) The reactants are [F-].C([N+](CCCC)(CCCC)CCCC)CCC.[C:19]([Si:23]([CH3:40])([CH3:39])[O:24][C:25]1[CH:30]=[CH:29][C:28]([C:31]([OH:36])(CC)CC)=[CH:27][C:26]=1[O:37][CH3:38])([CH3:22])([CH3:21])[CH3:20].[O:41]1CCC[CH2:42]1. The catalyst is C(OCC)(=O)C. The product is [CH3:42][O:41][C:31](=[O:36])[C:28]1[CH:29]=[CH:30][C:25]([O:24][Si:23]([C:19]([CH3:20])([CH3:21])[CH3:22])([CH3:39])[CH3:40])=[C:26]([O:37][CH3:38])[CH:27]=1. The yield is 0.830. (8) The reactants are I[C:2]1[CH:3]=[C:4]([N:8]2[C:16]3[C:11](=[CH:12][CH:13]=[CH:14][CH:15]=3)[C:10]([C:17]([NH2:19])=[O:18])=[N:9]2)[CH:5]=[CH:6][CH:7]=1.[OH:20][CH:21]([C:27]#[CH:28])[C:22]([O:24][CH2:25][CH3:26])=[O:23]. No catalyst specified. The product is [C:17]([C:10]1[C:11]2[C:16](=[CH:15][CH:14]=[CH:13][CH:12]=2)[N:8]([C:4]2[CH:3]=[C:2]([C:28]#[C:27][CH:21]([OH:20])[C:22]([O:24][CH2:25][CH3:26])=[O:23])[CH:7]=[CH:6][CH:5]=2)[N:9]=1)(=[O:18])[NH2:19]. The yield is 0.230. (9) The reactants are C([NH:5][S:6]([C:9]1[CH:14]=[CH:13][CH:12]=[C:11]([C:15]2[N:16]=[CH:17][N:18]([C:20]3[N:25]=[C:24]([C:26]4[S:27][C:28]([Cl:31])=[CH:29][CH:30]=4)[CH:23]=[C:22]([C:32]([F:35])([F:34])[F:33])[N:21]=3)[CH:19]=2)[CH:10]=1)(=[O:8])=[O:7])(C)(C)C.C(O)(C(F)(F)F)=O. The catalyst is ClCCl. The product is [Cl:31][C:28]1[S:27][C:26]([C:24]2[CH:23]=[C:22]([C:32]([F:35])([F:34])[F:33])[N:21]=[C:20]([N:18]3[CH:19]=[C:15]([C:11]4[CH:10]=[C:9]([S:6]([NH2:5])(=[O:8])=[O:7])[CH:14]=[CH:13][CH:12]=4)[N:16]=[CH:17]3)[N:25]=2)=[CH:30][CH:29]=1. The yield is 0.160.